Dataset: Reaction yield outcomes from USPTO patents with 853,638 reactions. Task: Predict the reaction yield, written as a fraction of the theoretical maximum amount of product (1.0 means a 100% yield; for example, 0.34 means a 34% yield). (1) The reactants are [C:1]1([C:7]([N:9]2[CH2:14][CH2:13][CH:12]([CH2:15][N:16]3[C:24]4[C:19](=[CH:20][C:21]([C:25]#[C:26][Si](C)(C)C)=[CH:22][CH:23]=4)[CH:18]=[CH:17]3)[CH2:11][CH2:10]2)=[O:8])[CH:6]=[CH:5][CH:4]=[CH:3][CH:2]=1.C(=O)([O-])[O-].[K+].[K+].C(OCC)(=O)C.O. The catalyst is CO. The product is [C:25]([C:21]1[CH:20]=[C:19]2[C:24](=[CH:23][CH:22]=1)[N:16]([CH2:15][CH:12]1[CH2:13][CH2:14][N:9]([C:7]([C:1]3[CH:2]=[CH:3][CH:4]=[CH:5][CH:6]=3)=[O:8])[CH2:10][CH2:11]1)[CH:17]=[CH:18]2)#[CH:26]. The yield is 0.139. (2) The reactants are Br[C:2]1[C:7](=[O:8])[N:6]([CH2:9][C:10]2[CH:15]=[CH:14][C:13]([C:16]3[C:17]([C:22]#[N:23])=[CH:18][CH:19]=[CH:20][CH:21]=3)=[CH:12][C:11]=2[F:24])[C:5]([CH2:25][CH2:26][CH2:27][CH3:28])=[N:4][C:3]=1[CH3:29].[F:30][C:31]1[CH:36]=[CH:35][C:34](B(O)O)=[CH:33][CH:32]=1.C(=O)([O-])[O-].[Cs+].[Cs+]. The catalyst is O1CCOCC1.C(OCC)(=O)C.C1C=CC(P(C2C=CC=CC=2)[C-]2C=CC=C2)=CC=1.C1C=CC(P(C2C=CC=CC=2)[C-]2C=CC=C2)=CC=1.Cl[Pd]Cl.[Fe+2]. The product is [CH2:25]([C:5]1[N:6]([CH2:9][C:10]2[CH:15]=[CH:14][C:13]([C:16]3[C:17]([C:22]#[N:23])=[CH:18][CH:19]=[CH:20][CH:21]=3)=[CH:12][C:11]=2[F:24])[C:7](=[O:8])[C:2]([C:34]2[CH:35]=[CH:36][C:31]([F:30])=[CH:32][CH:33]=2)=[C:3]([CH3:29])[N:4]=1)[CH2:26][CH2:27][CH3:28]. The yield is 0.980.